The task is: Predict which catalyst facilitates the given reaction.. This data is from Catalyst prediction with 721,799 reactions and 888 catalyst types from USPTO. Reactant: Cl.[C:2]([C:4]1([NH:10][C:11]([CH:13]([NH:19][C:20]([N:22]2[CH2:27][CH2:26][O:25][CH2:24][CH2:23]2)=[O:21])[CH2:14][C:15]([CH3:18])([CH3:17])[CH3:16])=[O:12])[CH2:9][CH2:8][NH:7][CH2:6][CH2:5]1)#[N:3].[C:28]1([N:34]=[C:35]=[O:36])[CH:33]=[CH:32][CH:31]=[CH:30][CH:29]=1.CN1CCOCC1. Product: [C:28]1([NH:34][C:35]([N:7]2[CH2:6][CH2:5][C:4]([NH:10][C:11]([CH:13]([NH:19][C:20]([N:22]3[CH2:23][CH2:24][O:25][CH2:26][CH2:27]3)=[O:21])[CH2:14][C:15]([CH3:18])([CH3:17])[CH3:16])=[O:12])([C:2]#[N:3])[CH2:9][CH2:8]2)=[O:36])[CH:33]=[CH:32][CH:31]=[CH:30][CH:29]=1. The catalyst class is: 2.